Dataset: NCI-60 drug combinations with 297,098 pairs across 59 cell lines. Task: Regression. Given two drug SMILES strings and cell line genomic features, predict the synergy score measuring deviation from expected non-interaction effect. Drug 1: CC1=C2C(C(=O)C3(C(CC4C(C3C(C(C2(C)C)(CC1OC(=O)C(C(C5=CC=CC=C5)NC(=O)OC(C)(C)C)O)O)OC(=O)C6=CC=CC=C6)(CO4)OC(=O)C)OC)C)OC. Drug 2: CN(C)C1=NC(=NC(=N1)N(C)C)N(C)C. Cell line: NCI-H522. Synergy scores: CSS=65.6, Synergy_ZIP=24.8, Synergy_Bliss=24.4, Synergy_Loewe=-30.7, Synergy_HSA=22.1.